Predict the reactants needed to synthesize the given product. From a dataset of Full USPTO retrosynthesis dataset with 1.9M reactions from patents (1976-2016). (1) Given the product [OH:11][CH2:2][CH2:3][O:4][CH2:5][CH2:6][O:7][CH2:8][CH2:9][O:10][CH2:14][CH2:13][C:12]([O:16][C:17]([CH3:20])([CH3:19])[CH3:18])=[O:15], predict the reactants needed to synthesize it. The reactants are: [Na].[CH2:2]([OH:11])[CH2:3][O:4][CH2:5][CH2:6][O:7][CH2:8][CH2:9][OH:10].[C:12]([O:16][C:17]([CH3:20])([CH3:19])[CH3:18])(=[O:15])[CH:13]=[CH2:14].Cl. (2) Given the product [CH:1]1([C:4]2([CH:6]3[CH2:8][CH2:7]3)[CH2:5][CH:11]2[C:12]([O:14][CH2:15][CH3:16])=[O:13])[CH2:3][CH2:2]1, predict the reactants needed to synthesize it. The reactants are: [CH:1]1([C:4]([CH:6]2[CH2:8][CH2:7]2)=[CH2:5])[CH2:3][CH2:2]1.[N+](=[CH:11][C:12]([O:14][CH2:15][CH3:16])=[O:13])=[N-]. (3) Given the product [C:9]([C:8]([CH3:12])([CH3:11])[C:5]1[CH:6]=[CH:7][C:2]([NH:1][C:23](=[O:24])[C:22]2[CH:26]=[CH:27][C:28]([O:29][CH3:30])=[C:20]([O:19][CH3:18])[CH:21]=2)=[CH:3][C:4]=1[C:13]1[S:14][CH:15]=[CH:16][CH:17]=1)#[N:10], predict the reactants needed to synthesize it. The reactants are: [NH2:1][C:2]1[CH:7]=[CH:6][C:5]([C:8]([CH3:12])([CH3:11])[C:9]#[N:10])=[C:4]([C:13]2[S:14][CH:15]=[CH:16][CH:17]=2)[CH:3]=1.[CH3:18][O:19][C:20]1[CH:21]=[C:22]([CH:26]=[CH:27][C:28]=1[O:29][CH3:30])[C:23](Cl)=[O:24]. (4) The reactants are: [CH3:1][C:2]1([CH3:18])[C:6]([CH3:8])([CH3:7])[O:5][B:4]([C:9]2[CH:10]=[C:11]([CH:15]=[CH:16][CH:17]=2)[C:12]([OH:14])=O)[O:3]1.[NH:19]1[C:27]2[C:22](=[CH:23][C:24]([NH2:28])=[CH:25][CH:26]=2)[CH:21]=[N:20]1.CN(C(ON1N=NC2C=CC=NC1=2)=[N+](C)C)C.F[P-](F)(F)(F)(F)F.CCN(C(C)C)C(C)C. Given the product [NH:19]1[C:27]2[C:22](=[CH:23][C:24]([NH:28][C:12](=[O:14])[C:11]3[CH:15]=[CH:16][CH:17]=[C:9]([B:4]4[O:5][C:6]([CH3:7])([CH3:8])[C:2]([CH3:1])([CH3:18])[O:3]4)[CH:10]=3)=[CH:25][CH:26]=2)[CH:21]=[N:20]1, predict the reactants needed to synthesize it. (5) Given the product [Br:8][C:9]1[CH:10]=[CH:11][C:12]([CH:15]([C:16]2[CH:33]=[CH:32][C:19]3[CH2:20][CH2:21][NH:22][CH2:23][CH2:24][C:18]=3[CH:17]=2)[C:34]#[N:35])=[N:13][CH:14]=1, predict the reactants needed to synthesize it. The reactants are: FC(F)(F)C(O)=O.[Br:8][C:9]1[CH:10]=[CH:11][C:12]([CH:15]([C:34]#[N:35])[C:16]2[CH:33]=[CH:32][C:19]3[CH2:20][CH2:21][N:22](C(OC(C)(C)C)=O)[CH2:23][CH2:24][C:18]=3[CH:17]=2)=[N:13][CH:14]=1. (6) Given the product [NH2:30][N:1]1[C:9]2[C:4](=[N:5][CH:6]=[C:7]([C:10]3[CH:11]=[N:12][N:13]([CH:15]4[CH2:16][CH2:17][N:18]([C:21]([O:23][C:24]([CH3:27])([CH3:26])[CH3:25])=[O:22])[CH2:19][CH2:20]4)[CH:14]=3)[CH:8]=2)[CH:3]=[CH:2]1, predict the reactants needed to synthesize it. The reactants are: [NH:1]1[C:9]2[C:4](=[N:5][CH:6]=[C:7]([C:10]3[CH:11]=[N:12][N:13]([CH:15]4[CH2:20][CH2:19][N:18]([C:21]([O:23][C:24]([CH3:27])([CH3:26])[CH3:25])=[O:22])[CH2:17][CH2:16]4)[CH:14]=3)[CH:8]=2)[CH:3]=[CH:2]1.[H-].[Na+].[NH2:30]Cl.S([O-])([O-])(=O)=S.[Cl-].[NH4+]. (7) Given the product [F:19][C:20]1[CH:21]=[CH:22][C:23]([N+:28]([O-:30])=[O:29])=[C:24]([CH:25]=[C:9]([CH2:10][CH:11]2[CH2:12][CH2:13][O:14][CH2:15][CH2:16]2)[C:17]#[N:18])[CH:27]=1, predict the reactants needed to synthesize it. The reactants are: C(OP([CH:9]([C:17]#[N:18])[CH2:10][CH:11]1[CH2:16][CH2:15][O:14][CH2:13][CH2:12]1)(=O)OCC)C.[F:19][C:20]1[CH:21]=[CH:22][C:23]([N+:28]([O-:30])=[O:29])=[C:24]([CH:27]=1)[CH:25]=O. (8) Given the product [F:8][C:3]1[CH:4]=[CH:5][CH:6]=[CH:7][C:2]=1[N:14]1[CH2:13][CH2:12][NH:11][C@H:10]([CH3:9])[CH2:15]1, predict the reactants needed to synthesize it. The reactants are: Br[C:2]1[CH:7]=[CH:6][CH:5]=[CH:4][C:3]=1[F:8].[CH3:9][C@@H:10]1[CH2:15][NH:14][CH2:13][CH2:12][NH:11]1.CC(C)([O-])C.[Na+].